Dataset: Forward reaction prediction with 1.9M reactions from USPTO patents (1976-2016). Task: Predict the product of the given reaction. (1) Given the reactants [Sm].[CH2:2]1[CH2:6]OCC1.II.[CH:9]([C:12]1[CH:13]=[C:14]([CH:17]=[CH:18][CH:19]=1)[C:15]#[N:16])([CH3:11])[CH3:10].[CH3:20][CH2:21]OCC, predict the reaction product. The product is: [CH:9]([C:12]1[CH:13]=[C:14]([CH:17]=[CH:18][CH:19]=1)[C:15]#[N:16])([CH3:11])[CH3:10].[NH2:16][C:15]([C:14]1[CH:17]=[CH:18][CH:19]=[C:12]([CH:9]([CH3:11])[CH3:10])[CH:13]=1)([CH:20]=[CH2:21])[CH:2]=[CH2:6]. (2) The product is: [OH:27][NH:26][C:24](=[NH:25])[CH2:23][CH2:22][N:3]1[C:4]2[C:9](=[CH:8][CH:7]=[CH:6][CH:5]=2)[C:10]2([C:14]3=[CH:15][C:16]4[O:20][CH2:19][O:18][C:17]=4[CH:21]=[C:13]3[O:12][CH2:11]2)[C:2]1=[O:1]. Given the reactants [O:1]=[C:2]1[C:10]2([C:14]3=[CH:15][C:16]4[O:20][CH2:19][O:18][C:17]=4[CH:21]=[C:13]3[O:12][CH2:11]2)[C:9]2[C:4](=[CH:5][CH:6]=[CH:7][CH:8]=2)[N:3]1[CH2:22][CH2:23][C:24]#[N:25].[NH2:26][OH:27], predict the reaction product. (3) Given the reactants C(OC([N:8]1[CH2:13][CH2:12][CH:11]([CH2:14][N:15]([C:17]2[CH:22]=[CH:21][N:20]=[C:19]([Cl:23])[N:18]=2)[CH3:16])[CH2:10][CH2:9]1)=O)(C)(C)C.[CH3:24][O-:25].[Na+], predict the reaction product. The product is: [ClH:23].[CH3:24][O:25][C:19]1[N:18]=[C:17]([N:15]([CH2:14][CH:11]2[CH2:10][CH2:9][NH:8][CH2:13][CH2:12]2)[CH3:16])[CH:22]=[CH:21][N:20]=1. (4) Given the reactants [CH3:1][N:2]1[CH2:6][CH2:5][CH2:4][CH:3]1[C:7]1[CH:8]=[CH:9][C:10]([NH2:13])=[N:11][CH:12]=1.CC[Br-][O:17][C:18]([C:20]([CH3:22])=O)=[O:19].O.[OH-].[Li+], predict the reaction product. The product is: [CH3:1][N:2]1[CH2:6][CH2:5][CH2:4][CH:3]1[C:7]1[CH:8]=[CH:9][C:10]2[N:11]([CH:22]=[C:20]([C:18]([OH:19])=[O:17])[N:13]=2)[CH:12]=1. (5) Given the reactants Br[C:2]1[CH:24]=[C:23]([Cl:25])[CH:22]=[C:21]([Cl:26])[C:3]=1[O:4][C:5]1[N:9]([CH3:10])[C:8]2[C:11]([CH:16]([CH2:19][CH3:20])[CH2:17][CH3:18])=[CH:12][CH:13]=[C:14]([Cl:15])[C:7]=2[N:6]=1.[Cu][C:28]#[N:29], predict the reaction product. The product is: [Cl:26][C:21]1[C:3]([O:4][C:5]2[N:9]([CH3:10])[C:8]3[C:11]([CH:16]([CH2:19][CH3:20])[CH2:17][CH3:18])=[CH:12][CH:13]=[C:14]([Cl:15])[C:7]=3[N:6]=2)=[C:2]([CH:24]=[C:23]([Cl:25])[CH:22]=1)[C:28]#[N:29]. (6) Given the reactants [C:1]([CH2:3][C:4]([O:6][CH2:7][CH3:8])=[O:5])#[N:2].N12CCCN=C1CCCCC2.[O:20]([CH2:24][CH2:25]Br)[CH2:21][CH2:22]Br.O, predict the reaction product. The product is: [C:1]([C:3]1([C:4]([O:6][CH2:7][CH3:8])=[O:5])[CH2:25][CH2:24][O:20][CH2:21][CH2:22]1)#[N:2]. (7) Given the reactants [OH:1][CH2:2][CH2:3][N:4](C)[C:5](=O)OC(C)(C)C.[F:13][C:14]([F:26])([F:25])[O:15][C:16]1[CH:24]=[CH:23][C:19]([C:20]([Cl:22])=[O:21])=[CH:18][CH:17]=1.N1C=CC=CC=1, predict the reaction product. The product is: [ClH:22].[F:13][C:14]([F:26])([F:25])[O:15][C:16]1[CH:24]=[CH:23][C:19]([C:20]([O:1][CH2:2][CH2:3][NH:4][CH3:5])=[O:21])=[CH:18][CH:17]=1. (8) Given the reactants Br[C:2]1[CH:3]=[C:4]2[C:8](=[CH:9][CH:10]=1)[CH2:7][NH:6][CH2:5]2.[F:11][C:12]([F:23])([F:22])[C:13]1[CH:18]=[CH:17][CH:16]=[CH:15][C:14]=1B(O)O, predict the reaction product. The product is: [F:11][C:12]([F:23])([F:22])[C:13]1[CH:18]=[CH:17][CH:16]=[CH:15][C:14]=1[C:2]1[CH:3]=[C:4]2[C:8](=[CH:9][CH:10]=1)[CH2:7][NH:6][CH2:5]2. (9) Given the reactants [NH2:1][C:2]1[CH:3]=[C:4]([C:8]2[C:17]3[C:12](=[C:13]([C:18]4[CH:23]=[CH:22][CH:21]=[CH:20][CH:19]=4)[CH:14]=[CH:15][CH:16]=3)[C:11]([NH:24][CH2:25][C:26]3[CH:31]=[CH:30][CH:29]=[CH:28][N:27]=3)=[N:10][N:9]=2)[CH:5]=[N:6][CH:7]=1.N1C=CC=CC=1.[C:38](Cl)(=[O:43])[O:39][CH:40]([CH3:42])[CH3:41], predict the reaction product. The product is: [C:18]1([C:13]2[CH:14]=[CH:15][CH:16]=[C:17]3[C:12]=2[C:11]([NH:24][CH2:25][C:26]2[CH:31]=[CH:30][CH:29]=[CH:28][N:27]=2)=[N:10][N:9]=[C:8]3[C:4]2[CH:3]=[C:2]([NH:1][C:38](=[O:43])[O:39][CH:40]([CH3:42])[CH3:41])[CH:7]=[N:6][CH:5]=2)[CH:23]=[CH:22][CH:21]=[CH:20][CH:19]=1. (10) Given the reactants Cl.[C@@H:2]12[NH:9][C@@H:6]([CH2:7][CH2:8]1)[CH2:5][N:4]([C:10]1[CH:15]=[CH:14][N:13]=[C:12]([NH:16][C:17]3[CH:18]=[N:19][N:20]([CH3:22])[CH:21]=3)[N:11]=1)[CH2:3]2.C(N(CC)CC)C.[CH3:30][S:31](Cl)(=[O:33])=[O:32], predict the reaction product. The product is: [CH3:22][N:20]1[CH:21]=[C:17]([NH:16][C:12]2[N:11]=[C:10]([N:4]3[CH2:5][C@H:6]4[N:9]([S:31]([CH3:30])(=[O:33])=[O:32])[C@H:2]([CH2:8][CH2:7]4)[CH2:3]3)[CH:15]=[CH:14][N:13]=2)[CH:18]=[N:19]1.